Task: Predict the reaction yield, written as a fraction of the theoretical maximum amount of product (1.0 means a 100% yield; for example, 0.34 means a 34% yield).. Dataset: Reaction yield outcomes from USPTO patents with 853,638 reactions (1) The reactants are [CH2:8]1[CH:7]2[CH:6]3[CH:10]=[CH:9][CH:8]([CH:6]2[CH:10]=[CH:9]1)[CH2:7]3.[CH:11]([SiH:14]([Cl:16])[Cl:15])([CH3:13])[CH3:12].[CH3:17][CH2:18]CCCCCCCCCC. The catalyst is [Pd](Cl)Cl.C(P(CCCC)CCCC)CCC.C1(C)C=CC=CC=1. The product is [CH:11]1([Si:14]([CH:6]2[CH2:7][CH2:8][CH2:9][CH2:10]2)([Cl:16])[Cl:15])[CH2:13][CH2:18][CH:17]=[CH:12]1. The yield is 0.730. (2) The reactants are Cl[C:2]1[C:11]2[C:6](=[CH:7][CH:8]=[CH:9][CH:10]=2)[N:5]=[C:4]([C:12]([O:14][CH2:15][CH3:16])=[O:13])[N:3]=1.[NH2:17][C:18]1[CH:22]=[CH:21][NH:20][N:19]=1.[I-].[K+].CCN(C(C)C)C(C)C. The catalyst is CN(C)C=O.O. The product is [NH:20]1[CH:21]=[CH:22][C:18]([NH:17][C:2]2[C:11]3[C:6](=[CH:7][CH:8]=[CH:9][CH:10]=3)[N:5]=[C:4]([C:12]([O:14][CH2:15][CH3:16])=[O:13])[N:3]=2)=[N:19]1. The yield is 0.700. (3) The reactants are [CH3:1][C:2]([C:7]1[CH:12]=[CH:11][CH:10]=[C:9]([C:13]2[CH:18]=[CH:17][N:16]=[C:15]3[N:19](C(C4C=CC=CC=4)(C4C=CC=CC=4)C4C=CC=CC=4)[N:20]=[CH:21][C:14]=23)[CH:8]=1)([CH2:5][CH3:6])[C:3]#[N:4].C([SiH](CC)CC)C.FC(F)(F)C(O)=O. The catalyst is ClCCl. The product is [NH:19]1[C:15]2=[N:16][CH:17]=[CH:18][C:13]([C:9]3[CH:8]=[C:7]([C:2]([CH3:1])([CH2:5][CH3:6])[C:3]#[N:4])[CH:12]=[CH:11][CH:10]=3)=[C:14]2[CH:21]=[N:20]1. The yield is 0.700. (4) The reactants are [CH3:1][NH:2][CH2:3][C:4]1[N:5]([CH3:13])[C:6]2[C:11]([CH:12]=1)=[CH:10][CH:9]=[CH:8][CH:7]=2.CNCC1C=CC2C(=CC=CC=2)C=1CCC.[ClH:30].[CH2:31]([O:33][C:34]([CH2:36][N:37]1[CH2:43][C:42]2[CH:44]=[C:45](/[CH:48]=[CH:49]/[C:50]([OH:52])=O)[CH:46]=[N:47][C:41]=2[NH:40][C:39](=[O:53])[CH2:38]1)=[O:35])[CH3:32].Cl.CN1CC2C=C(/C=C/C(O)=O)C=NC=2NC(=O)C1. No catalyst specified. The product is [ClH:30].[CH2:31]([O:33][C:34](=[O:35])[CH2:36][N:37]1[CH2:43][C:42]2[CH:44]=[C:45](/[CH:48]=[CH:49]/[C:50](=[O:52])[N:2]([CH3:1])[CH2:3][C:4]3[N:5]([CH3:13])[C:6]4[C:11]([CH:12]=3)=[CH:10][CH:9]=[CH:8][CH:7]=4)[CH:46]=[N:47][C:41]=2[NH:40][C:39](=[O:53])[CH2:38]1)[CH3:32]. The yield is 0.560. (5) The reactants are [NH2:1][CH2:2][CH2:3][C:4]1[CH:9]=[CH:8][C:7]([S:10]([NH2:13])(=[O:12])=[O:11])=[CH:6][CH:5]=1.[CH:14]([C:16]1[N:17]([CH2:21]C(OC(C)(C)C)=O)[CH:18]=[CH:19][N:20]=1)=O.[BH-](OC(C)=O)(OC(C)=O)OC(C)=O.[Na+].[C:43]([O:47][C:48]([CH3:51])([CH3:50])[CH3:49])(=[O:46])[CH:44]=O. The catalyst is ClCCCl.CC(O)=O. The product is [CH3:21][N:17]1[CH:18]=[CH:19][N:20]=[C:16]1[CH2:14][N:1]([CH2:2][CH2:3][C:4]1[CH:5]=[CH:6][C:7]([S:10](=[O:11])(=[O:12])[NH2:13])=[CH:8][CH:9]=1)[CH2:44][C:43]([O:47][C:48]([CH3:51])([CH3:50])[CH3:49])=[O:46]. The yield is 0.350. (6) The reactants are [Cl:1][C:2]1[N:7]=[C:6]([N:8](C(OC(C)(C)C)=O)[N:9](C(OC(C)(C)C)=O)C(OC(C)(C)C)=O)[C:5]([F:31])=[C:4]([N:32]2[CH2:37][CH:36]3[C:34]([N:38]([CH3:40])[CH3:39])([CH2:35]3)[CH2:33]2)[N:3]=1.Cl. The catalyst is CO.O1CCOCC1. The product is [Cl:1][C:2]1[N:3]=[C:4]([N:32]2[CH2:37][CH:36]3[C:34]([N:38]([CH3:40])[CH3:39])([CH2:35]3)[CH2:33]2)[C:5]([F:31])=[C:6]([NH:8][NH2:9])[N:7]=1. The yield is 0.530.